This data is from Peptide-MHC class I binding affinity with 185,985 pairs from IEDB/IMGT. The task is: Regression. Given a peptide amino acid sequence and an MHC pseudo amino acid sequence, predict their binding affinity value. This is MHC class I binding data. The peptide sequence is FLPIFFIFA. The MHC is HLA-A69:01 with pseudo-sequence HLA-A69:01. The binding affinity (normalized) is 0.169.